This data is from Forward reaction prediction with 1.9M reactions from USPTO patents (1976-2016). The task is: Predict the product of the given reaction. (1) Given the reactants Br[CH2:2][C:3](=[O:22])[CH2:4][C:5]1[CH:10]=[CH:9][C:8]([CH2:11][CH2:12][C:13]2[N:14]=[C:15]([NH:18][C:19](=[O:21])[CH3:20])[S:16][CH:17]=2)=[CH:7][CH:6]=1.[N-:23]=[N+:24]=[N-:25].[Na+].O, predict the reaction product. The product is: [N:23]([CH2:2][C:3](=[O:22])[CH2:4][C:5]1[CH:10]=[CH:9][C:8]([CH2:11][CH2:12][C:13]2[N:14]=[C:15]([NH:18][C:19](=[O:21])[CH3:20])[S:16][CH:17]=2)=[CH:7][CH:6]=1)=[N+:24]=[N-:25]. (2) Given the reactants Cl.[F:2][C:3]([CH3:7])([CH3:6])[CH2:4][NH2:5].C(N(CC)CC)C.Cl[C:16]1[C:25]2[C:20](=[CH:21][CH:22]=[CH:23][N:24]=2)[N:19]=[CH:18][C:17]=1[N+:26]([O-:28])=[O:27].O, predict the reaction product. The product is: [F:2][C:3]([CH3:7])([CH3:6])[CH2:4][NH:5][C:16]1[C:25]2[C:20](=[CH:21][CH:22]=[CH:23][N:24]=2)[N:19]=[CH:18][C:17]=1[N+:26]([O-:28])=[O:27]. (3) Given the reactants [F:1][C:2]1[CH:3]=[C:4]([N:8]2[CH2:12][C@H:11]([CH2:13][N:14]3[CH:18]=[CH:17][N:16]=[N:15]3)[O:10][C:9]2=[O:19])[CH:5]=[CH:6][CH:7]=1.Br.[Br:21]([O-])(=O)=O.[Na+].S(S([O-])=O)([O-])(=O)=O.[Na+].[Na+], predict the reaction product. The product is: [Br:21][C:7]1[CH:6]=[CH:5][C:4]([N:8]2[CH2:12][C@H:11]([CH2:13][N:14]3[CH:18]=[CH:17][N:16]=[N:15]3)[O:10][C:9]2=[O:19])=[CH:3][C:2]=1[F:1].